From a dataset of Reaction yield outcomes from USPTO patents with 853,638 reactions. Predict the reaction yield, written as a fraction of the theoretical maximum amount of product (1.0 means a 100% yield; for example, 0.34 means a 34% yield). (1) The reactants are [CH3:1][CH:2]1[C:6]2([CH2:11][C:10]([CH3:13])([CH3:12])[CH2:9][C:8]([CH3:15])([CH3:14])[CH2:7]2)[C:5](=[CH2:16])[C:4](=[O:17])[CH2:3]1.ClC1C=CC=C(C(OO)=[O:26])C=1. The catalyst is C(Cl)Cl. The product is [CH3:13][C:10]1([CH3:12])[CH2:9][C:8]([CH3:15])([CH3:14])[CH2:7][C:6]2([C@@H:2]([CH3:1])[CH2:3][C:4](=[O:17])[C@:5]32[O:26][CH2:16]3)[CH2:11]1. The yield is 0.290. (2) The yield is 0.550. The catalyst is C1(C)C=CC=CC=1. The product is [Br-:20].[C:24]1([CH2:23][CH2:22][CH2:21][P+:7]([C:1]2[CH:2]=[CH:3][CH:4]=[CH:5][CH:6]=2)([C:8]2[CH:13]=[CH:12][CH:11]=[CH:10][CH:9]=2)[C:14]2[CH:15]=[CH:16][CH:17]=[CH:18][CH:19]=2)[CH:29]=[CH:28][CH:27]=[CH:26][CH:25]=1. The reactants are [C:1]1([P:7]([C:14]2[CH:19]=[CH:18][CH:17]=[CH:16][CH:15]=2)[C:8]2[CH:13]=[CH:12][CH:11]=[CH:10][CH:9]=2)[CH:6]=[CH:5][CH:4]=[CH:3][CH:2]=1.[Br:20][CH2:21][CH2:22][CH2:23][C:24]1[CH:29]=[CH:28][CH:27]=[CH:26][CH:25]=1.